This data is from Full USPTO retrosynthesis dataset with 1.9M reactions from patents (1976-2016). The task is: Predict the reactants needed to synthesize the given product. (1) Given the product [C:1]([N:5]1[C:9]([OH:10])=[C:8]([C:23]2[C:27]3[CH:28]=[CH:29][CH:30]=[CH:31][C:26]=3[S:25](=[O:32])(=[O:33])[N:24]=2)[C:7](=[O:11])[N:6]1[CH2:12][C:13]1[CH:14]=[CH:15][C:16]([F:19])=[CH:17][CH:18]=1)([CH3:4])([CH3:2])[CH3:3], predict the reactants needed to synthesize it. The reactants are: [C:1]([N:5]1[C:9](=[O:10])[CH2:8][C:7](=[O:11])[N:6]1[CH2:12][C:13]1[CH:18]=[CH:17][C:16]([F:19])=[CH:15][CH:14]=1)([CH3:4])([CH3:3])[CH3:2].[H-].[Na+].Cl[C:23]1[C:27]2[CH:28]=[CH:29][CH:30]=[CH:31][C:26]=2[S:25](=[O:33])(=[O:32])[N:24]=1. (2) Given the product [CH3:26][CH:24]([N:3]1[CH2:4][C:5]2[CH:6]=[C:7]3[CH2:15][CH2:14][NH:13][CH2:12][CH2:11][C:8]3=[CH:9][C:10]=2[CH2:2]1)[CH3:25], predict the reactants needed to synthesize it. The reactants are: O[CH:2]1[C:10]2[CH:9]=[C:8]3[CH2:11][CH2:12][N:13](C(OC(C)(C)C)=O)[CH2:14][CH2:15][C:7]3=[CH:6][C:5]=2[C:4](=O)[N:3]1[CH:24]([CH3:26])[CH3:25].C([SiH](CC)CC)C.C(O)(C(F)(F)F)=O.C([O-])([O-])=O.[Na+].[Na+]. (3) Given the product [CH3:1][O:2][C:3]1[CH:4]=[CH:5][C:6]2[N:12]3[CH:13]=[N:14][C:15]([C:16]([O:18][CH3:30])=[O:17])=[C:11]3[C@@H:10]3[CH2:19][CH2:20][CH2:21][N:9]3[C:8](=[O:22])[C:7]=2[CH:23]=1, predict the reactants needed to synthesize it. The reactants are: [CH3:1][O:2][C:3]1[CH:4]=[CH:5][C:6]2[N:12]3[CH:13]=[N:14][C:15]([C:16]([OH:18])=[O:17])=[C:11]3[C@@H:10]3[CH2:19][CH2:20][CH2:21][N:9]3[C:8](=[O:22])[C:7]=2[CH:23]=1.S(Cl)(Cl)=O.CO.[CH3:30]CN(CC)CC. (4) The reactants are: [CH3:1][C:2]([CH3:19])([CH:17]=[O:18])[CH2:3][N:4]1[CH2:9][CH2:8][N:7]([C:10]([O:12][C:13]([CH3:16])([CH3:15])[CH3:14])=[O:11])[CH2:6][CH2:5]1.[BH4-].[Na+]. Given the product [OH:18][CH2:17][C:2]([CH3:19])([CH3:1])[CH2:3][N:4]1[CH2:9][CH2:8][N:7]([C:10]([O:12][C:13]([CH3:16])([CH3:15])[CH3:14])=[O:11])[CH2:6][CH2:5]1, predict the reactants needed to synthesize it. (5) Given the product [F:8][C:6]1[CH:7]=[C:2]([C:15](=[O:14])[CH2:19][CH2:18][CH2:17][NH:16][C:20](=[O:21])[O:22][C:23]([CH3:24])([CH3:26])[CH3:25])[CH:3]=[N:4][CH:5]=1, predict the reactants needed to synthesize it. The reactants are: Br[C:2]1[CH:3]=[N:4][CH:5]=[C:6]([F:8])[CH:7]=1.C([Mg]Cl)(C)C.[O:14]=[C:15]1[CH2:19][CH2:18][CH2:17][N:16]1[C:20]([O:22][C:23]([CH3:26])([CH3:25])[CH3:24])=[O:21]. (6) Given the product [Cl:21][C:22]1[CH:27]=[CH:26][CH:25]=[CH:24][C:23]=1[C:2]1[CH:20]=[CH:19][C:5]2[NH:6][C:7]([C:9]3[CH2:13][C:12]4([CH2:18][CH2:17][CH2:16][CH2:15][CH2:14]4)[O:11][N:10]=3)=[N:8][C:4]=2[CH:3]=1, predict the reactants needed to synthesize it. The reactants are: Br[C:2]1[CH:20]=[CH:19][C:5]2[NH:6][C:7]([C:9]3[CH2:13][C:12]4([CH2:18][CH2:17][CH2:16][CH2:15][CH2:14]4)[O:11][N:10]=3)=[N:8][C:4]=2[CH:3]=1.[Cl:21][C:22]1[CH:27]=[CH:26][CH:25]=[CH:24][C:23]=1B(O)O. (7) The reactants are: CCN(C(C)C)C(C)C.[C:10]1([S:16]([C:19]2[CH:27]=[CH:26][C:22]([C:23]([OH:25])=O)=[CH:21][CH:20]=2)(=[O:18])=[O:17])[CH:15]=[CH:14][CH:13]=[CH:12][CH:11]=1.CCN=C=NCCCN(C)C.C1C=CC2N(O)N=NC=2C=1.[NH2:49][CH2:50][C:51]([N:53]1[CH2:58][CH2:57][N:56]([C:59](=[O:70])[C:60]2[CH:65]=[CH:64][CH:63]=[CH:62][C:61]=2[C:66]([F:69])([F:68])[F:67])[CH2:55][CH2:54]1)=[O:52].C(O)(C(F)(F)F)=O. Given the product [C:10]1([S:16]([C:19]2[CH:20]=[CH:21][C:22]([C:23]([NH:49][CH2:50][C:51](=[O:52])[N:53]3[CH2:54][CH2:55][N:56]([C:59](=[O:70])[C:60]4[CH:65]=[CH:64][CH:63]=[CH:62][C:61]=4[C:66]([F:67])([F:69])[F:68])[CH2:57][CH2:58]3)=[O:25])=[CH:26][CH:27]=2)(=[O:17])=[O:18])[CH:11]=[CH:12][CH:13]=[CH:14][CH:15]=1, predict the reactants needed to synthesize it.